From a dataset of Full USPTO retrosynthesis dataset with 1.9M reactions from patents (1976-2016). Predict the reactants needed to synthesize the given product. (1) Given the product [CH3:44][N:45]([CH3:49])[CH2:46][CH2:47][NH:48][C:9]([C:11]1[N:12]([CH3:32])[C:13]2[C:21]([CH:22]=1)=[C:20]1[C:16]([C:17](=[O:24])[NH:18][C:19]1=[O:23])=[C:15]([C:25]1[CH:30]=[CH:29][CH:28]=[CH:27][C:26]=1[Cl:31])[CH:14]=2)=[O:8], predict the reactants needed to synthesize it. The reactants are: FC1C([O:8][C:9]([C:11]2[N:12]([CH3:32])[C:13]3[C:21]([CH:22]=2)=[C:20]2[C:16]([C:17](=[O:24])[NH:18][C:19]2=[O:23])=[C:15]([C:25]2[CH:30]=[CH:29][CH:28]=[CH:27][C:26]=2[Cl:31])[CH:14]=3)=O)=C(F)C(F)=C(F)C=1F.C(N(CC)CC)C.[CH3:44][N:45]([CH3:49])[CH2:46][CH2:47][NH2:48].O. (2) Given the product [CH:6]1[C:5]([Cl:8])=[CH:4][C:3]2[C@:9]([C:10]([F:13])([F:11])[F:12])([C:14]#[C:15][CH:16]3[CH2:18][CH2:17]3)[O:19][C:21]([NH:1][C:2]=2[CH:7]=1)=[O:22], predict the reactants needed to synthesize it. The reactants are: [NH2:1][C:2]1[CH:7]=[CH:6][C:5]([Cl:8])=[CH:4][C:3]=1[C@@:9]([OH:19])([C:14]#[C:15][CH:16]1[CH2:18][CH2:17]1)[C:10]([F:13])([F:12])[F:11].Cl[C:21]([O-])=[O:22]. (3) Given the product [CH3:1][O:2][C:3]1[CH:8]=[CH:7][CH:6]=[CH:5][C:4]=1[C:19]1[CH:27]=[CH:26][CH:25]=[C:24]2[C:20]=1[CH:21]=[CH:22][NH:23]2, predict the reactants needed to synthesize it. The reactants are: [CH3:1][O:2][C:3]1[CH:8]=[CH:7][CH:6]=[CH:5][C:4]=1B(O)O.C(=O)([O-])[O-].[K+].[K+].Br[C:19]1[CH:27]=[CH:26][CH:25]=[C:24]2[C:20]=1[CH:21]=[CH:22][NH:23]2. (4) Given the product [CH2:5]([O:12][C:13]1[CH:18]=[CH:17][C:16]([NH2:19])=[CH:15][C:14]=1[F:22])[C:6]1[CH:7]=[CH:8][CH:9]=[CH:10][CH:11]=1, predict the reactants needed to synthesize it. The reactants are: C([O-])=O.[NH4+].[CH2:5]([O:12][C:13]1[CH:18]=[CH:17][C:16]([N+:19]([O-])=O)=[CH:15][C:14]=1[F:22])[C:6]1[CH:11]=[CH:10][CH:9]=[CH:8][CH:7]=1.C1(C)C=CC=CC=1. (5) Given the product [Cl:1][C:2]1[CH:3]=[C:4]2[C:8](=[CH:9][CH:10]=1)[N:7]([CH:34]=[C:35]([C:37]1[CH:42]=[CH:41][C:40]([F:43])=[C:39]([F:44])[CH:38]=1)[CH3:36])[C:6]1[CH:11]([CH3:16])[N:12]([CH3:15])[CH2:13][CH2:14][C:5]2=1, predict the reactants needed to synthesize it. The reactants are: [Cl:1][C:2]1[CH:3]=[C:4]2[C:8](=[CH:9][CH:10]=1)[NH:7][C:6]1[CH:11]([CH3:16])[N:12]([CH3:15])[CH2:13][CH2:14][C:5]2=1.N1CCC[C@H]1C(O)=O.[O-]P([O-])([O-])=O.[K+].[K+].[K+].Br[CH:34]=[C:35]([C:37]1[CH:42]=[CH:41][C:40]([F:43])=[C:39]([F:44])[CH:38]=1)[CH3:36].